Dataset: Reaction yield outcomes from USPTO patents with 853,638 reactions. Task: Predict the reaction yield, written as a fraction of the theoretical maximum amount of product (1.0 means a 100% yield; for example, 0.34 means a 34% yield). (1) The reactants are Br[C:2]1[C:3]([N:20]([CH3:25])[S:21]([CH3:24])(=[O:23])=[O:22])=[CH:4][C:5]2[O:9][C:8]([C:10]3[CH2:14][CH2:13][CH2:12][CH:11]=3)=[C:7]([C:15]([NH:17][CH3:18])=[O:16])[C:6]=2[CH:19]=1.[B:26]1([B:26]2[O:30][C:29]([CH3:32])([CH3:31])[C:28]([CH3:34])([CH3:33])[O:27]2)[O:30][C:29]([CH3:32])([CH3:31])[C:28]([CH3:34])([CH3:33])[O:27]1.CC(O[K])=O. The catalyst is O1CCOCC1.O.C1C=CC(P(C2C=CC=CC=2)[C-]2C=CC=C2)=CC=1.C1C=CC(P(C2C=CC=CC=2)[C-]2C=CC=C2)=CC=1.Cl[Pd]Cl.[Fe+2]. The product is [C:10]1([C:8]2[O:9][C:5]3[CH:4]=[C:3]([N:20]([CH3:25])[S:21]([CH3:24])(=[O:23])=[O:22])[C:2]([B:26]4[O:30][C:29]([CH3:32])([CH3:31])[C:28]([CH3:34])([CH3:33])[O:27]4)=[CH:19][C:6]=3[C:7]=2[C:15]([NH:17][CH3:18])=[O:16])[CH2:14][CH2:13][CH2:12][CH:11]=1. The yield is 0.360. (2) The reactants are Br[C:2]1[CH:7]=[CH:6][C:5]([C:8]([CH3:12])([CH3:11])[C:9]#[N:10])=[C:4]([Cl:13])[CH:3]=1.[CH:14]1([C@:19]([OH:26])([CH:24]=[CH2:25])[CH2:20][C:21]([OH:23])=[O:22])[CH2:18][CH2:17][CH2:16][CH2:15]1.CC([O-])=O.[Na+].[H][H]. The catalyst is CC(N(C)C)=O.CCO.CC([O-])=O.CC([O-])=O.[Pd+2].[OH-].[OH-].[Pd+2]. The product is [Cl:13][C:4]1[CH:3]=[C:2]([CH:25]=[CH:24][C:19]([CH:14]2[CH2:15][CH2:16][CH2:17][CH2:18]2)([OH:26])[CH2:20][C:21]([OH:23])=[O:22])[CH:7]=[CH:6][C:5]=1[C:8]([C:9]#[N:10])([CH3:12])[CH3:11]. The yield is 1.00. (3) The reactants are [NH2:1][C:2]([CH3:7])([CH3:6])[C:3]([OH:5])=[O:4].S(Cl)([Cl:10])=O.[CH3:12]O. No catalyst specified. The product is [ClH:10].[CH3:12][O:4][C:3](=[O:5])[C:2]([NH2:1])([CH3:7])[CH3:6]. The yield is 0.980. (4) The reactants are [Br:1][C:2]1[CH:7]=[CH:6][C:5]([N:8]2[C:12](C(O)=O)=[C:11]([F:16])[CH:10]=[N:9]2)=[CH:4][CH:3]=1.C([N:19]([CH2:22]C)CC)C.C1(P(N=[N+]=[N-])(C2C=CC=CC=2)=[O:31])C=CC=CC=1.[Cl:41][C:42]1[CH:47]=[CH:46][CH:45]=[CH:44][C:43]=1[C@H:48]([OH:50])[CH3:49]. The catalyst is C1(C)C=CC=CC=1. The yield is 0.850. The product is [Cl:41][C:42]1[CH:47]=[CH:46][CH:45]=[CH:44][C:43]=1[C@H:48]([O:50][C:22](=[O:31])[NH:19][C:12]1[N:8]([C:5]2[CH:4]=[CH:3][C:2]([Br:1])=[CH:7][CH:6]=2)[N:9]=[CH:10][C:11]=1[F:16])[CH3:49].